Dataset: Catalyst prediction with 721,799 reactions and 888 catalyst types from USPTO. Task: Predict which catalyst facilitates the given reaction. Reactant: [O:1]1[CH2:4][C:3](=O)[CH2:2]1.[Si:6]([O:13][CH2:14][CH2:15][NH2:16])([C:9]([CH3:12])([CH3:11])[CH3:10])([CH3:8])[CH3:7]. Product: [Si:6]([O:13][CH2:14][CH2:15][NH:16][CH:3]1[CH2:2][O:1][CH2:4]1)([C:9]([CH3:11])([CH3:12])[CH3:10])([CH3:8])[CH3:7]. The catalyst class is: 5.